From a dataset of Full USPTO retrosynthesis dataset with 1.9M reactions from patents (1976-2016). Predict the reactants needed to synthesize the given product. (1) Given the product [NH2:29][C:2]1[N:7]=[CH:6][C:5]([CH2:8][O:9][C:10]2[CH:11]=[N:12][C:13]([N:16]3[CH2:21][CH2:20][N:19]([C:22]([O:24][C:25]([CH3:28])([CH3:27])[CH3:26])=[O:23])[CH2:18][CH2:17]3)=[N:14][CH:15]=2)=[CH:4][N:3]=1, predict the reactants needed to synthesize it. The reactants are: Cl[C:2]1[N:7]=[CH:6][C:5]([CH2:8][O:9][C:10]2[CH:11]=[N:12][C:13]([N:16]3[CH2:21][CH2:20][N:19]([C:22]([O:24][C:25]([CH3:28])([CH3:27])[CH3:26])=[O:23])[CH2:18][CH2:17]3)=[N:14][CH:15]=2)=[CH:4][N:3]=1.[NH3:29]. (2) Given the product [NH2:13][C:11]1[C:10]([O:16][CH3:17])=[CH:9][C:8]([CH3:18])=[C:7]([NH:6][C:4](=[O:5])[CH2:3][N:2]([CH3:19])[CH3:1])[CH:12]=1, predict the reactants needed to synthesize it. The reactants are: [CH3:1][N:2]([CH3:19])[CH2:3][C:4]([NH:6][C:7]1[CH:12]=[C:11]([N+:13]([O-])=O)[C:10]([O:16][CH3:17])=[CH:9][C:8]=1[CH3:18])=[O:5].